Dataset: Full USPTO retrosynthesis dataset with 1.9M reactions from patents (1976-2016). Task: Predict the reactants needed to synthesize the given product. (1) Given the product [CH:17]1([N:5]2[CH2:4][CH2:3][N:2]([C:8]3([C:11]([O:13][CH2:14][CH3:15])=[O:12])[CH2:10][CH2:9]3)[CH2:7][CH2:6]2)[CH2:16][CH2:20]1, predict the reactants needed to synthesize it. The reactants are: Cl.[N:2]1([C:8]2([C:11]([O:13][CH2:14][CH3:15])=[O:12])[CH2:10][CH2:9]2)[CH2:7][CH2:6][NH:5][CH2:4][CH2:3]1.[CH2:16]1[CH2:20]OC[CH2:17]1.C([BH3-])#N.[Na+]. (2) Given the product [CH3:1][O:2][C:3]1[CH:4]=[C:5]2[C:10](=[CH:11][C:12]=1[O:13][CH3:14])[N:9]=[CH:8][CH:7]=[C:6]2[O:15][C:16]1[CH:21]=[CH:20][C:19]([NH:22][C:33]([C:31]2[C:30](=[O:36])[N:29]([C:37]3[CH:42]=[CH:41][C:40]([F:43])=[CH:39][CH:38]=3)[C:28](=[O:44])[N:27]([CH2:25][CH3:26])[CH:32]=2)=[O:34])=[C:18]([CH3:23])[C:17]=1[CH3:24], predict the reactants needed to synthesize it. The reactants are: [CH3:1][O:2][C:3]1[CH:4]=[C:5]2[C:10](=[CH:11][C:12]=1[O:13][CH3:14])[N:9]=[CH:8][CH:7]=[C:6]2[O:15][C:16]1[CH:21]=[CH:20][C:19]([NH2:22])=[C:18]([CH3:23])[C:17]=1[CH3:24].[CH2:25]([N:27]1[CH:32]=[C:31]([C:33](O)=[O:34])[C:30](=[O:36])[N:29]([C:37]2[CH:42]=[CH:41][C:40]([F:43])=[CH:39][CH:38]=2)[C:28]1=[O:44])[CH3:26]. (3) Given the product [Cl:1][C:2]1[CH:3]=[C:4]([CH:22]=[CH:23][N:24]=1)[C:5]([NH:7][C:8]1[CH:13]=[C:12]([F:14])[C:11]([F:15])=[CH:10][C:9]=1[CH:16]1[CH2:17][CH2:18][N:19]([CH2:26][C:27]2[CH:28]=[CH:29][C:30]([C:33]3[CH:38]=[CH:37][C:36]([F:39])=[CH:35][CH:34]=3)=[CH:31][CH:32]=2)[CH2:20][CH2:21]1)=[O:6], predict the reactants needed to synthesize it. The reactants are: [Cl:1][C:2]1[CH:3]=[C:4]([CH:22]=[CH:23][N:24]=1)[C:5]([NH:7][C:8]1[CH:13]=[C:12]([F:14])[C:11]([F:15])=[CH:10][C:9]=1[CH:16]1[CH2:21][CH2:20][NH:19][CH2:18][CH2:17]1)=[O:6].Cl[CH2:26][C:27]1[CH:32]=[CH:31][C:30]([C:33]2[CH:38]=[CH:37][C:36]([F:39])=[CH:35][CH:34]=2)=[CH:29][CH:28]=1.C(=O)([O-])[O-].[K+].[K+]. (4) The reactants are: [NH2:1][CH2:2][C@@H:3]1[C@H:7]2[O:8][C:9]([CH3:12])([CH3:11])[O:10][C@H:6]2[C@H:5]([N:13]2[CH:21]=[N:20][C:19]3[C:14]2=[N:15][CH:16]=[N:17][C:18]=3[NH2:22])[O:4]1.[CH:23](=O)[CH3:24].[BH-](OC(C)=O)(OC(C)=O)OC(C)=O.[Na+].C([O-])(O)=O.[Na+]. Given the product [CH2:23]([NH:1][CH2:2][C@@H:3]1[C@H:7]2[O:8][C:9]([CH3:12])([CH3:11])[O:10][C@H:6]2[C@H:5]([N:13]2[CH:21]=[N:20][C:19]3[C:14]2=[N:15][CH:16]=[N:17][C:18]=3[NH2:22])[O:4]1)[CH3:24], predict the reactants needed to synthesize it. (5) Given the product [C:1]([N:4]1[CH2:9][CH2:8][C:7]2[N:10]=[C:11]([C:13]3[CH:18]=[CH:17][C:16]([O:19][CH2:20][CH2:21][CH2:22][N:33]4[CH2:47][CH2:46][CH2:45][C@H:34]4[C:35]([O:37][CH2:38][C:39]4[CH:44]=[CH:43][CH:42]=[CH:41][CH:40]=4)=[O:36])=[CH:15][CH:14]=3)[S:12][C:6]=2[CH2:5]1)(=[O:3])[CH3:2], predict the reactants needed to synthesize it. The reactants are: [C:1]([N:4]1[CH2:9][CH2:8][C:7]2[N:10]=[C:11]([C:13]3[CH:18]=[CH:17][C:16]([O:19][CH2:20][CH2:21][CH2:22]Cl)=[CH:15][CH:14]=3)[S:12][C:6]=2[CH2:5]1)(=[O:3])[CH3:2].C(=O)([O-])[O-].[K+].[K+].[I-].[Na+].Cl.[NH:33]1[CH2:47][CH2:46][CH2:45][C@H:34]1[C:35]([O:37][CH2:38][C:39]1[CH:44]=[CH:43][CH:42]=[CH:41][CH:40]=1)=[O:36]. (6) The reactants are: [Cl:1][C:2]1[C:3]([CH2:12][O:13][C:14]2[CH:23]=[C:22]3[C:17]([CH2:18][CH2:19][C:20]([CH3:25])([CH3:24])[O:21]3)=[CH:16][CH:15]=2)=[CH:4][C:5]2[O:9][N:8]=[C:7]([NH2:10])[C:6]=2[CH:11]=1.[CH3:26][S:27](Cl)(=[O:29])=[O:28]. Given the product [Cl:1][C:2]1[C:3]([CH2:12][O:13][C:14]2[CH:23]=[C:22]3[C:17]([CH2:18][CH2:19][C:20]([CH3:25])([CH3:24])[O:21]3)=[CH:16][CH:15]=2)=[CH:4][C:5]2[O:9][N:8]=[C:7]([NH:10][S:27]([CH3:26])(=[O:29])=[O:28])[C:6]=2[CH:11]=1, predict the reactants needed to synthesize it. (7) Given the product [F:15][C:12]1[CH:11]=[CH:10][C:9]([CH2:8][C:6]2[CH:7]=[C:2]([NH:1][CH2:31][CH2:30][CH2:29][N:23]3[CH2:24][CH2:25][CH2:26][CH2:27][CH2:28][C:22]3=[O:21])[C:3]([C:16]([O:18][CH2:19][CH3:20])=[O:17])=[N:4][CH:5]=2)=[CH:14][CH:13]=1, predict the reactants needed to synthesize it. The reactants are: [NH2:1][C:2]1[C:3]([C:16]([O:18][CH2:19][CH3:20])=[O:17])=[N:4][CH:5]=[C:6]([CH2:8][C:9]2[CH:14]=[CH:13][C:12]([F:15])=[CH:11][CH:10]=2)[CH:7]=1.[O:21]=[C:22]1[CH2:28][CH2:27][CH2:26][CH2:25][CH2:24][N:23]1[CH2:29][CH2:30][CH:31]=O.